Dataset: Catalyst prediction with 721,799 reactions and 888 catalyst types from USPTO. Task: Predict which catalyst facilitates the given reaction. (1) Reactant: [F-].C([N+](CCCC)(CCCC)CCCC)CCC.[Si]([O:26][CH2:27][CH2:28][O:29][C:30]1[CH:35]=[CH:34][C:33]([C:36]2[N:37]=[C:38]([C:49](=[O:53])[CH:50]([CH3:52])[CH3:51])[O:39][C:40]=2[C:41]2[CH:46]=[CH:45][C:44]([O:47][CH3:48])=[CH:43][CH:42]=2)=[CH:32][CH:31]=1)(C(C)(C)C)(C)C. Product: [OH:26][CH2:27][CH2:28][O:29][C:30]1[CH:31]=[CH:32][C:33]([C:36]2[N:37]=[C:38]([C:49](=[O:53])[CH:50]([CH3:51])[CH3:52])[O:39][C:40]=2[C:41]2[CH:46]=[CH:45][C:44]([O:47][CH3:48])=[CH:43][CH:42]=2)=[CH:34][CH:35]=1. The catalyst class is: 7. (2) Reactant: [CH3:1][O:2][C:3]1[C:8]2[C:9](=[N:12]O)[CH2:10][O:11][C:7]=2[CH:6]=[CH:5][CH:4]=1. Product: [CH3:1][O:2][C:3]1[C:8]2[CH:9]([NH2:12])[CH2:10][O:11][C:7]=2[CH:6]=[CH:5][CH:4]=1. The catalyst class is: 50.